Task: Predict the product of the given reaction.. Dataset: Forward reaction prediction with 1.9M reactions from USPTO patents (1976-2016) (1) Given the reactants [CH3:1][O:2][C:3]1[C:4]([C:20]([CH3:26])([CH2:23][CH:24]=[CH2:25])[CH:21]=[O:22])=[C:5]2[C:9](=[C:10]([CH3:12])[CH:11]=1)[N:8]([C:13]([O:15][C:16]([CH3:19])([CH3:18])[CH3:17])=[O:14])[CH:7]=[CH:6]2.CC(=CC)C.P([O-])(O)(O)=[O:33].[Na+].Cl([O-])=O.[Na+], predict the reaction product. The product is: [C:16]([O:15][C:13]([N:8]1[C:9]2[C:5](=[C:4]([C:20]([CH3:26])([CH2:23][CH:24]=[CH2:25])[C:21]([OH:33])=[O:22])[C:3]([O:2][CH3:1])=[CH:11][C:10]=2[CH3:12])[CH:6]=[CH:7]1)=[O:14])([CH3:17])([CH3:18])[CH3:19]. (2) The product is: [Cl:24][C:25]1[C:26]([F:33])=[C:27]([C:31]#[C:32][C:18]2[CH:19]=[CH:20][C:15]([N:11]3[C:12](=[O:14])[NH:13][C:9]([C:3]4[C:4]([F:8])=[CH:5][CH:6]=[CH:7][C:2]=4[Cl:1])=[N:10]3)=[CH:16][C:17]=2[O:22][CH3:23])[CH:28]=[CH:29][CH:30]=1. Given the reactants [Cl:1][C:2]1[CH:7]=[CH:6][CH:5]=[C:4]([F:8])[C:3]=1[C:9]1[NH:13][C:12](=[O:14])[N:11]([C:15]2[CH:20]=[CH:19][C:18](I)=[C:17]([O:22][CH3:23])[CH:16]=2)[N:10]=1.[Cl:24][C:25]1[CH:30]=[CH:29][CH:28]=[C:27]([C:31]#[CH:32])[C:26]=1[F:33].CCCC[N+](CCCC)(CCCC)CCCC.[F-], predict the reaction product. (3) Given the reactants [CH3:1][N:2]1[CH2:7][CH2:6][NH:5][CH2:4][CH2:3]1.Br[CH2:9][CH2:10][CH2:11][C:12]#[N:13].C(=O)([O-])[O-].[K+].[K+].O, predict the reaction product. The product is: [CH3:1][N:2]1[CH2:7][CH2:6][N:5]([CH2:9][CH2:10][CH2:11][C:12]#[N:13])[CH2:4][CH2:3]1.